The task is: Predict the product of the given reaction.. This data is from Forward reaction prediction with 1.9M reactions from USPTO patents (1976-2016). (1) The product is: [O:24]=[C:19]1[CH2:20][CH2:21][C:22](=[O:23])[N:18]1[O:16][C:14](=[O:15])[CH:13]=[N+:12]=[N-:11]. Given the reactants S([NH:11]/[N:12]=[CH:13]/[C:14]([OH:16])=[O:15])(C1C=CC(C)=CC=1)(=O)=O.O[N:18]1[C:22](=[O:23])[CH2:21][CH2:20][C:19]1=[O:24].C1(N=C=NC2CCCCC2)CCCCC1, predict the reaction product. (2) Given the reactants Br[C:2]1[N:7]2[N:8]=[C:9]([NH2:11])[N:10]=[C:6]2[CH:5]=[CH:4][CH:3]=1.[CH3:12][O:13][C:14]1[CH:19]=[CH:18][C:17](B(O)O)=[CH:16][CH:15]=1.P([O-])([O-])([O-])=O.[K+].[K+].[K+].CC(N(C)C)=O, predict the reaction product. The product is: [CH3:12][O:13][C:14]1[CH:19]=[CH:18][C:17]([C:2]2[N:7]3[N:8]=[C:9]([NH2:11])[N:10]=[C:6]3[CH:5]=[CH:4][CH:3]=2)=[CH:16][CH:15]=1. (3) Given the reactants Br[CH2:2][C:3]1[CH:12]=[CH:11][C:6]([C:7]([O:9][CH3:10])=[O:8])=[CH:5][C:4]=1[I:13].[CH3:14][O-:15].[Na+], predict the reaction product. The product is: [I:13][C:4]1[CH:5]=[C:6]([CH:11]=[CH:12][C:3]=1[CH2:2][O:15][CH3:14])[C:7]([O:9][CH3:10])=[O:8].